This data is from CYP1A2 inhibition data for predicting drug metabolism from PubChem BioAssay. The task is: Regression/Classification. Given a drug SMILES string, predict its absorption, distribution, metabolism, or excretion properties. Task type varies by dataset: regression for continuous measurements (e.g., permeability, clearance, half-life) or binary classification for categorical outcomes (e.g., BBB penetration, CYP inhibition). Dataset: cyp1a2_veith. (1) The compound is O=c1oc2cc(Oc3c([N+](=O)[O-])cc(C(F)(F)F)cc3[N+](=O)[O-])ccc2c2c1CCCC2. The result is 1 (inhibitor). (2) The molecule is O=C(Cn1c(SCc2ccccc2)nc2ccccc21)N1CCOCC1. The result is 0 (non-inhibitor). (3) The compound is O=C(O)c1cc2c(o1)CCC/C2=N\O. The result is 0 (non-inhibitor). (4) The molecule is CCOC(=O)c1cc2c(=O)n3ccccc3nc2n(CCCOC)c1=NC(=O)C(C)(C)C. The result is 1 (inhibitor). (5) The molecule is CCC(=O)Nc1cccc(NC(=O)c2cccc([N+](=O)[O-])c2)c1. The result is 1 (inhibitor). (6) The drug is O=[N+]([O-])c1cccc(-c2nnn(C34CC5CC(CC(C5)C3)C4)n2)c1. The result is 0 (non-inhibitor). (7) The drug is Cc1cc(C2(c3cc(C)c(O)c(C(=O)O)c3)OS(=O)(=O)c3ccccc32)cc(C(=O)O)c1O. The result is 0 (non-inhibitor). (8) The result is 0 (non-inhibitor). The compound is CCN(CC)CCNC(=O)C1CCC(=O)N(c2ccc(OC)cc2)C1c1ccc(F)cc1.